Task: Predict the reaction yield, written as a fraction of the theoretical maximum amount of product (1.0 means a 100% yield; for example, 0.34 means a 34% yield).. Dataset: Reaction yield outcomes from USPTO patents with 853,638 reactions (1) The reactants are [CH3:1][N:2]1[C:6]2[CH:7]=[CH:8][CH:9]=[CH:10][C:5]=2[N:4]=[C:3]1[CH:11]=[O:12].[BH4-].[Na+].[Cl-].[NH4+]. The catalyst is CO. The product is [CH3:1][N:2]1[C:6]2[CH:7]=[CH:8][CH:9]=[CH:10][C:5]=2[N:4]=[C:3]1[CH2:11][OH:12]. The yield is 0.990. (2) The yield is 0.690. The product is [CH:1]1([C:9]([OH:11])=[O:10])[CH2:2][CH2:3][CH2:4][CH:5]=[CH:6][CH2:7][CH2:8]1. The catalyst is O. The reactants are [CH:1]1([C:9]([O:11]C(C)(C)C)=[O:10])[CH2:8][CH2:7][CH2:6][CH:5]=[CH:4][CH2:3][CH2:2]1.FC(F)(F)C(O)=O.C(O)C.C([O-])(O)=O.[Na+]. (3) The reactants are [C:1]([O:4][O-:5])([O-:3])=[O:2].[Na+:6].[OH:7][OH:8]. No catalyst specified. The product is [C:1]([O-:4])([O-:3])=[O:2].[C:1]([O-:4])([O-:3])=[O:2].[OH:7][OH:8].[OH:4][OH:5].[OH:4][OH:5].[Na+:6].[Na+:6].[Na+:6].[Na+:6].[C:1]([O:4][O-:5])([O-:3])=[O:2].[Na+:6]. The yield is 0.850.